Dataset: M1 muscarinic receptor agonist screen with 61,833 compounds. Task: Binary Classification. Given a drug SMILES string, predict its activity (active/inactive) in a high-throughput screening assay against a specified biological target. (1) The compound is Clc1c(NS(=O)(=O)c2c(n(c(=O)n(c2=O)C)C)C)cc(Cl)cc1. The result is 0 (inactive). (2) The drug is Clc1ccc(c2oc(c(n2)CS(=O)CC(=O)NCCCN(C2CCCCC2)C)C)cc1. The result is 0 (inactive).